From a dataset of Full USPTO retrosynthesis dataset with 1.9M reactions from patents (1976-2016). Predict the reactants needed to synthesize the given product. (1) Given the product [NH2:30][C:28]1[N:29]=[C:24]([N:1]2[CH2:6][CH2:5][CH2:4][C@@H:3]([C:7]([N:9]3[CH2:10][CH2:11][CH2:12][CH2:13]3)=[O:8])[CH2:2]2)[CH:25]=[CH:26][C:27]=1[N+:31]([O-:33])=[O:32], predict the reactants needed to synthesize it. The reactants are: [NH:1]1[CH2:6][CH2:5][CH2:4][C@@H:3]([C:7]([N:9]2[CH2:13][CH2:12][CH2:11][CH2:10]2)=[O:8])[CH2:2]1.C(N(C(C)C)CC)(C)C.Cl[C:24]1[N:29]=[C:28]([NH2:30])[C:27]([N+:31]([O-:33])=[O:32])=[CH:26][CH:25]=1. (2) Given the product [CH:1]([C:4]1[CH:5]=[CH:6][C:7]([CH:10]([CH2:16][C:17]2[CH:22]=[CH:21][C:20]([O:23][CH2:24][CH2:25][CH2:26][NH:27][C:28]3[CH:33]=[C:32]([CH3:34])[CH:31]=[CH:30][N:29]=3)=[CH:19][CH:18]=2)[CH2:11][C:12]([OH:14])=[O:13])=[CH:8][CH:9]=1)([CH3:2])[CH3:3], predict the reactants needed to synthesize it. The reactants are: [CH:1]([C:4]1[CH:9]=[CH:8][C:7]([CH:10]([CH2:16][C:17]2[CH:22]=[CH:21][C:20]([O:23][CH2:24][CH2:25][CH2:26][NH:27][C:28]3[CH:33]=[C:32]([CH3:34])[CH:31]=[CH:30][N:29]=3)=[CH:19][CH:18]=2)[CH2:11][C:12]([O:14]C)=[O:13])=[CH:6][CH:5]=1)([CH3:3])[CH3:2].BrC1C=CC(C(CC2C=CC(OCCC3C=CC=C(NC)N=3)=CC=2)CC(OCC)=O)=CC=1.